Dataset: Reaction yield outcomes from USPTO patents with 853,638 reactions. Task: Predict the reaction yield, written as a fraction of the theoretical maximum amount of product (1.0 means a 100% yield; for example, 0.34 means a 34% yield). (1) The reactants are [O:1]=[C:2]1[C:7]([CH2:8][C:9]2[CH:14]=[CH:13][C:12]([C:15]3[C:16]([C:21]#[N:22])=[CH:17][CH:18]=[CH:19][CH:20]=3)=[CH:11][CH:10]=2)=[C:6]([CH2:23][CH2:24][CH3:25])[N:5]2[N:26]=[CH:27][N:28]=[C:4]2[NH:3]1.[S:29]1[CH:33]=[CH:32][C:31](B(O)O)=[CH:30]1.C(N(CC)CC)C.N1C=CC=CC=1. The catalyst is ClCCl.C(OCC)(=O)C.C([O-])(=O)C.[Cu+2].C([O-])(=O)C. The product is [O:1]=[C:2]1[C:7]([CH2:8][C:9]2[CH:10]=[CH:11][C:12]([C:15]3[C:16]([C:21]#[N:22])=[CH:17][CH:18]=[CH:19][CH:20]=3)=[CH:13][CH:14]=2)=[C:6]([CH2:23][CH2:24][CH3:25])[N:5]2[N:26]=[CH:27][N:28]=[C:4]2[N:3]1[C:31]1[CH:32]=[CH:33][S:29][CH:30]=1. The yield is 0.850. (2) The reactants are [F:1][C:2]1[CH:10]=[CH:9][CH:8]=[C:7]([F:11])[C:3]=1[C:4]([OH:6])=O.[CH3:12][C:13]1[N:14]=[C:15]([NH2:24])[S:16][C:17]=1[CH2:18][CH2:19][O:20][N+:21]([O-:23])=[O:22]. No catalyst specified. The product is [F:11][C:7]1[CH:8]=[CH:9][CH:10]=[C:2]([F:1])[C:3]=1[C:4]([NH:24][C:15]1[S:16][C:17]([CH2:18][CH2:19][O:20][N+:21]([O-:23])=[O:22])=[C:13]([CH3:12])[N:14]=1)=[O:6]. The yield is 0.720. (3) The reactants are [CH3:1][Mg]Cl.C(OC(=O)[C:8]([F:27])([F:26])[C@@:9]([C:18]1[C:23]([F:24])=[CH:22][CH:21]=[C:20]([Br:25])[N:19]=1)([NH:11][S@@:12]([C:14]([CH3:17])([CH3:16])[CH3:15])=[O:13])[CH3:10])C.[CH2:29]1[CH2:33][O:32]CC1. No catalyst specified. The product is [Br:25][C:20]1[N:19]=[C:18]([C@:9]([NH:11][S@@:12]([C:14]([CH3:16])([CH3:15])[CH3:17])=[O:13])([CH3:10])[C:8]([F:26])([F:27])[C:33]([OH:32])([CH3:29])[CH3:1])[C:23]([F:24])=[CH:22][CH:21]=1. The yield is 0.599. (4) The reactants are [O:1]([C:8]1[CH:13]=[CH:12][C:11]([NH:14][C:15]2[C:24]3[C:19](=[CH:20][C:21](I)=[CH:22][CH:23]=3)[N:18]=[CH:17][CH:16]=2)=[CH:10][CH:9]=1)[C:2]1[CH:7]=[CH:6][CH:5]=[CH:4][CH:3]=1.C([Sn](CCCC)(CCCC)[C:31]1[N:32]=[C:33]([CH:36]=[O:37])[S:34][CH:35]=1)CCC. The catalyst is O1CCOCC1.Cl[Pd](Cl)([P](C1C=CC=CC=1)(C1C=CC=CC=1)C1C=CC=CC=1)[P](C1C=CC=CC=1)(C1C=CC=CC=1)C1C=CC=CC=1. The product is [O:1]([C:8]1[CH:13]=[CH:12][C:11]([NH:14][C:15]2[C:24]3[C:19](=[CH:20][C:21]([C:31]4[N:32]=[C:33]([CH:36]=[O:37])[S:34][CH:35]=4)=[CH:22][CH:23]=3)[N:18]=[CH:17][CH:16]=2)=[CH:10][CH:9]=1)[C:2]1[CH:7]=[CH:6][CH:5]=[CH:4][CH:3]=1. The yield is 0.440. (5) The reactants are C([N:14]1[CH2:17][C:16]([CH2:20][NH:21][C:22](=[O:27])[C:23]([F:26])([F:25])[F:24])([CH2:18][CH3:19])[CH2:15]1)(C1C=CC=CC=1)C1C=CC=CC=1.Cl. The yield is 1.00. The catalyst is CO.[Pd]. The product is [CH2:18]([C:16]1([CH2:20][NH:21][C:22](=[O:27])[C:23]([F:24])([F:26])[F:25])[CH2:15][NH:14][CH2:17]1)[CH3:19]. (6) The reactants are [F:1][C@@H:2]1[C@@H:7]([OH:8])[CH2:6][CH2:5][C@@H:4]([C:9]([O:11][CH2:12][CH3:13])=[O:10])[CH2:3]1.[CH3:14][C:15]([Si:18](Cl)([CH3:20])[CH3:19])([CH3:17])[CH3:16].C(Cl)Cl.N1C=CN=C1. The catalyst is O. The product is [Si:18]([O:8][C@H:7]1[CH2:6][CH2:5][C@@H:4]([C:9]([O:11][CH2:12][CH3:13])=[O:10])[CH2:3][C@@H:2]1[F:1])([C:15]([CH3:17])([CH3:16])[CH3:14])([CH3:20])[CH3:19]. The yield is 0.757. (7) The reactants are [NH2:1][C:2]1[CH:9]=[CH:8][C:5]([C:6]#[N:7])=[CH:4][C:3]=1[SH:10].Br[CH2:12][C:13]1[CH:18]=[CH:17][CH:16]=[CH:15][CH:14]=1.C([O-])([O-])=O.[K+].[K+]. The catalyst is CN(C=O)C. The product is [NH2:1][C:2]1[CH:9]=[CH:8][C:5]([C:6]#[N:7])=[CH:4][C:3]=1[S:10][CH2:12][C:13]1[CH:18]=[CH:17][CH:16]=[CH:15][CH:14]=1. The yield is 0.790. (8) The reactants are [CH2:1]([O:8][C:9]([C:11]1[CH:12]=[C:13]2[C:18](=[CH:19][CH:20]=1)[N:17]=[C:16]([NH2:21])[CH:15]=[CH:14]2)=[O:10])[C:2]1[CH:7]=[CH:6][CH:5]=[CH:4][CH:3]=1.[C:22]([C:26]1[CH:31]=[CH:30][C:29]([C:32]2[C:33]([C:38](O)=[O:39])=[CH:34][CH:35]=[CH:36][CH:37]=2)=[CH:28][CH:27]=1)([CH3:25])([CH3:24])[CH3:23].Cl.CN(C)CCCN=C=NCC. The catalyst is C(Cl)Cl.CN(C)C1C=CN=CC=1.C([O-])(O)=O.[Na+]. The product is [CH2:1]([O:8][C:9]([C:11]1[CH:12]=[C:13]2[C:18](=[CH:19][CH:20]=1)[N:17]=[C:16]([NH:21][C:38]([C:33]1[C:32]([C:29]3[CH:28]=[CH:27][C:26]([C:22]([CH3:25])([CH3:24])[CH3:23])=[CH:31][CH:30]=3)=[CH:37][CH:36]=[CH:35][CH:34]=1)=[O:39])[CH:15]=[CH:14]2)=[O:10])[C:2]1[CH:3]=[CH:4][CH:5]=[CH:6][CH:7]=1. The yield is 0.790. (9) The reactants are Br[C:2]1[CH:7]=[C:6]([O:8][CH3:9])[CH:5]=[CH:4][C:3]=1[O:10][CH3:11].N#N.[CH3:14][CH2:15][OH:16].[Li][CH:18](CC)C.C1CCCCC1.B(F)(F)F.C(OCC)C. The catalyst is C1COCC1. The product is [CH3:11][O:10][C:3]1[CH:4]=[CH:5][C:6]([O:8][CH3:9])=[CH:7][C:2]=1[CH2:14][C@H:15]([OH:16])[CH3:18]. The yield is 0.710. (10) The reactants are [N:1]12[CH2:8][CH2:7][C:4]([C:9]([C:17]3[CH:22]=[CH:21][CH:20]=[CH:19][CH:18]=3)([C:11]3[CH:16]=[CH:15][CH:14]=[CH:13][CH:12]=3)[OH:10])([CH2:5][CH2:6]1)[CH2:3][CH2:2]2.[Br:23][CH2:24][CH:25]1[O:29][CH2:28][CH2:27][O:26]1. The catalyst is CC#N. The product is [Br-:23].[O:26]1[CH2:27][CH2:28][O:29][CH:25]1[CH2:24][N+:1]12[CH2:6][CH2:5][C:4]([C:9]([OH:10])([C:17]3[CH:22]=[CH:21][CH:20]=[CH:19][CH:18]=3)[C:11]3[CH:12]=[CH:13][CH:14]=[CH:15][CH:16]=3)([CH2:3][CH2:2]1)[CH2:7][CH2:8]2. The yield is 0.124.